From a dataset of Catalyst prediction with 721,799 reactions and 888 catalyst types from USPTO. Predict which catalyst facilitates the given reaction. (1) Reactant: N[CH2:2][CH2:3][CH2:4][CH2:5][NH:6][C:7](=[O:13])[O:8][C:9]([CH3:12])([CH3:11])[CH3:10].[Cl:14][C:15]1[C:20]([N+:21]([O-:23])=[O:22])=[C:19](Cl)[C:18]([CH3:25])=[C:17]([CH3:26])[N:16]=1.CN(C)C=O.C(N(CC)CC)C. Product: [Cl:14][C:15]1[C:20]([N+:21]([O-:23])=[O:22])=[C:19]([CH2:2][CH2:3][CH2:4][CH2:5][NH:6][C:7](=[O:13])[O:8][C:9]([CH3:12])([CH3:11])[CH3:10])[C:18]([CH3:25])=[C:17]([CH3:26])[N:16]=1. The catalyst class is: 13. (2) Product: [I:18][C:12]1[C:4]2[C:5](=[N:6][C:7]([NH2:9])=[N:8][C:3]=2[O:2][CH3:1])[NH:10][N:11]=1. The catalyst class is: 6. Reactant: [CH3:1][O:2][C:3]1[N:8]=[C:7]([NH2:9])[N:6]=[C:5]2[NH:10][N:11]=[CH:12][C:4]=12.C([O-])(=O)C.[Na+].[I:18]Cl.S(S([O-])=O)([O-])(=O)=O.[Na+].[Na+]. (3) Reactant: C([O:3][C:4]([C@:6]1([NH2:30])[C@H:11]([S:12]([CH2:15][C:16]2[CH:21]=[CH:20][C:19]([Cl:22])=[C:18]([Cl:23])[CH:17]=2)(=[O:14])=[O:13])[CH2:10][C@@H:9]2[C@H:7]1[C@@:8]2([F:29])[C:24]([O:26]CC)=[O:25])=[O:5])C.[OH-].[Na+]. Product: [NH2:30][C@@:6]1([C:4]([OH:5])=[O:3])[C@H:11]([S:12]([CH2:15][C:16]2[CH:21]=[CH:20][C:19]([Cl:22])=[C:18]([Cl:23])[CH:17]=2)(=[O:14])=[O:13])[CH2:10][C@@H:9]2[C@H:7]1[C@@:8]2([F:29])[C:24]([OH:26])=[O:25]. The catalyst class is: 65. (4) The catalyst class is: 2. Reactant: C(OC(=O)[NH:7][C:8]1[CH:13]=[C:12]([N:14]([CH2:16][CH:17]([CH3:19])[CH3:18])[CH3:15])[C:11]([C:20]([F:23])([F:22])[F:21])=[CH:10][C:9]=1[NH:24][C:25](=[O:40])[CH2:26][C:27](=O)[C:28]1[CH:33]=[CH:32][CH:31]=[C:30]([N:34]2[CH:38]=[CH:37][CH:36]=[N:35]2)[CH:29]=1)(C)(C)C.C(O)(C(F)(F)F)=O. Product: [CH2:16]([N:14]([CH3:15])[C:12]1[C:11]([C:20]([F:23])([F:21])[F:22])=[CH:10][C:9]2[NH:24][C:25](=[O:40])[CH2:26][C:27]([C:28]3[CH:33]=[CH:32][CH:31]=[C:30]([N:34]4[CH:38]=[CH:37][CH:36]=[N:35]4)[CH:29]=3)=[N:7][C:8]=2[CH:13]=1)[CH:17]([CH3:19])[CH3:18]. (5) Reactant: [CH3:1][C:2]1[CH:7]=[CH:6][CH:5]=[CH:4][C:3]=1[CH:8]=[N:9][C:10]([O:12][Si](C)(C)C)=[CH2:11].[Br:17][C:18]1[CH:26]=[C:25]2[C:21](/[C:22](=[CH:28]/[C:29]3[CH:34]=[CH:33][CH:32]=[C:31]([Cl:35])[CH:30]=3)/[C:23](=[O:27])[NH:24]2)=[CH:20][CH:19]=1.CO. Product: [Br:17][C:18]1[CH:26]=[C:25]2[NH:24][C:23](=[O:27])[C:22]3([CH:28]([C:29]4[CH:34]=[CH:33][CH:32]=[C:31]([Cl:35])[CH:30]=4)[CH2:12][C:10](=[O:11])[NH:9][CH:8]3[C:3]3[CH:4]=[CH:5][CH:6]=[CH:7][C:2]=3[CH3:1])[C:21]2=[CH:20][CH:19]=1. The catalyst class is: 11. (6) Reactant: [C:1]1([CH2:7][C:8]([OH:10])=O)[CH:6]=[CH:5][CH:4]=[CH:3][CH:2]=1.CN(C(ON1N=NC2C=CC=NC1=2)=[N+](C)C)C.F[P-](F)(F)(F)(F)F.CCN(C(C)C)C(C)C.[Br:44][C:45]1[CH:46]=[C:47]2[C:51](=[CH:52][CH:53]=1)[NH:50][CH2:49][CH2:48]2. Product: [Br:44][C:45]1[CH:46]=[C:47]2[C:51](=[CH:52][CH:53]=1)[N:50]([C:8](=[O:10])[CH2:7][C:1]1[CH:2]=[CH:3][CH:4]=[CH:5][CH:6]=1)[CH2:49][CH2:48]2. The catalyst class is: 9. (7) Reactant: [NH:1]1[C:9]2[CH:8]=[CH:7][CH:6]=[C:5]([NH2:10])[C:4]=2[CH:3]=[N:2]1.[O-]P([O-])([O-])=O.[K+].[K+].[K+].[F:19][C:20]1[CH:25]=[CH:24][CH:23]=[CH:22][C:21]=1I.CN[C@@H]1CCCC[C@H]1NC. Product: [F:19][C:20]1[CH:25]=[CH:24][CH:23]=[CH:22][C:21]=1[N:1]1[C:9]2[CH:8]=[CH:7][CH:6]=[C:5]([NH2:10])[C:4]=2[CH:3]=[N:2]1. The catalyst class is: 321.